Dataset: Forward reaction prediction with 1.9M reactions from USPTO patents (1976-2016). Task: Predict the product of the given reaction. (1) Given the reactants [Cl:1][C:2]1[CH:7]=[CH:6][C:5]([N:8]2[C:16]([CH:17]([CH:29]3[CH2:34][CH2:33][CH2:32][CH2:31][CH2:30]3)[CH2:18][O:19][C:20]3[CH:27]=[CH:26][C:23]([C:24]#[N:25])=[CH:22][C:21]=3[F:28])=[C:15]3[C:10]([CH2:11][CH2:12][CH2:13][CH2:14]3)=[N:9]2)=[CH:4][CH:3]=1.[N-:35]=[N+:36]=[N-:37].[Na+].Cl.C(N(CC)CC)C, predict the reaction product. The product is: [Cl:1][C:2]1[CH:7]=[CH:6][C:5]([N:8]2[C:16]([CH:17]([CH:29]3[CH2:34][CH2:33][CH2:32][CH2:31][CH2:30]3)[CH2:18][O:19][C:20]3[CH:27]=[CH:26][C:23]([C:24]4[NH:37][N:36]=[N:35][N:25]=4)=[CH:22][C:21]=3[F:28])=[C:15]3[C:10]([CH2:11][CH2:12][CH2:13][CH2:14]3)=[N:9]2)=[CH:4][CH:3]=1. (2) Given the reactants [CH3:1][O:2][C:3]1[CH:12]=[C:11]2[C:6]([CH2:7][CH2:8][CH2:9][CH:10]2[C:13]([OH:15])=O)=[CH:5][CH:4]=1.[CH2:16]([C:18]1[S:22][C:21]([CH2:23][NH:24][C:25]2[CH:30]=[CH:29][C:28]([CH:31]([CH3:33])[CH3:32])=[CH:27][CH:26]=2)=[CH:20][CH:19]=1)[CH3:17], predict the reaction product. The product is: [CH2:16]([C:18]1[S:22][C:21]([CH2:23][N:24]([C:25]2[CH:26]=[CH:27][C:28]([CH:31]([CH3:32])[CH3:33])=[CH:29][CH:30]=2)[C:13]([CH:10]2[C:11]3[C:6](=[CH:5][CH:4]=[C:3]([O:2][CH3:1])[CH:12]=3)[CH2:7][CH2:8][CH2:9]2)=[O:15])=[CH:20][CH:19]=1)[CH3:17]. (3) Given the reactants [H-].[Na+].[NH2:3][C@@H:4]1[C:13]2[C:8](=[CH:9][CH:10]=[CH:11][CH:12]=2)[C@H:7]([OH:14])[CH2:6][CH2:5]1.F[C:16]1[CH:17]=[CH:18][C:19]2[N:20]([C:22]([C@@H:25]3[CH2:29][CH2:28][CH2:27][N:26]3[CH2:30][CH3:31])=[N:23][N:24]=2)[CH:21]=1.N, predict the reaction product. The product is: [CH2:30]([N:26]1[CH2:27][CH2:28][CH2:29][C@H:25]1[C:22]1[N:20]2[CH:21]=[C:16]([O:14][C@H:7]3[C:8]4[C:13](=[CH:12][CH:11]=[CH:10][CH:9]=4)[C@@H:4]([NH2:3])[CH2:5][CH2:6]3)[CH:17]=[CH:18][C:19]2=[N:24][N:23]=1)[CH3:31]. (4) Given the reactants [NH2:1][C:2]1[C:10]([Br:11])=[CH:9][CH:8]=[CH:7][C:3]=1[C:4](O)=[O:5].[C:12](N1C=CN=C1)([N:14]1C=CN=C1)=O.CN.C1COCC1, predict the reaction product. The product is: [NH2:1][C:2]1[C:10]([Br:11])=[CH:9][CH:8]=[CH:7][C:3]=1[C:4]([NH:14][CH3:12])=[O:5]. (5) Given the reactants CC([O-])(CC)C.[Na+].Cl[C:9]1[N:14]=[C:13]2[O:15][C:16]([C:22]3[CH:27]=[CH:26][C:25]([F:28])=[CH:24][CH:23]=3)=[C:17]([C:18](=[O:21])[NH:19][CH3:20])[C:12]2=[CH:11][C:10]=1[C:29]1[CH:30]=[CH:31][C:32]([O:38][CH3:39])=[C:33]([CH:37]=1)[C:34]([OH:36])=[O:35].[F:40][C:41]([F:45])([F:44])[CH2:42][NH2:43], predict the reaction product. The product is: [F:28][C:25]1[CH:26]=[CH:27][C:22]([C:16]2[O:15][C:13]3=[N:14][C:9]([NH:43][CH2:42][C:41]([F:45])([F:44])[F:40])=[C:10]([C:29]4[CH:30]=[CH:31][C:32]([O:38][CH3:39])=[C:33]([CH:37]=4)[C:34]([OH:36])=[O:35])[CH:11]=[C:12]3[C:17]=2[C:18](=[O:21])[NH:19][CH3:20])=[CH:23][CH:24]=1.